This data is from Reaction yield outcomes from USPTO patents with 853,638 reactions. The task is: Predict the reaction yield, written as a fraction of the theoretical maximum amount of product (1.0 means a 100% yield; for example, 0.34 means a 34% yield). (1) The reactants are C([O:3][C:4]([C:6]1[C:7]([C:12]2[CH:17]=[CH:16][C:15]([CH2:18][CH:19]3[CH2:23][CH2:22][N:21]([CH:24]4[CH2:29][CH2:28][CH2:27][CH2:26][CH2:25]4)[C:20]3=[O:30])=[C:14]([Cl:31])[CH:13]=2)=[CH:8][CH:9]=[CH:10][CH:11]=1)=[O:5])C.[OH-].[K+].O. The catalyst is C(O)C. The product is [Cl:31][C:14]1[CH:13]=[C:12]([C:7]2[C:6]([C:4]([OH:5])=[O:3])=[CH:11][CH:10]=[CH:9][CH:8]=2)[CH:17]=[CH:16][C:15]=1[CH2:18][CH:19]1[CH2:23][CH2:22][N:21]([CH:24]2[CH2:25][CH2:26][CH2:27][CH2:28][CH2:29]2)[C:20]1=[O:30]. The yield is 0.820. (2) The reactants are [C:1]([O:9][C@H:10]1[C@H:16]2[CH2:17][N:18]([C:19]([O:21][C:22](=O)[C:23]3[CH:28]=[CH:27][CH:26]=[CH:25][CH:24]=3)=[O:20])[C@@H:11]1[C@H:12]([O:15]2)[O:13]C)(=[O:8])[C:2]1[CH:7]=[CH:6][CH:5]=[CH:4][CH:3]=1.[BH4-].[Na+].[Cl-].[NH4+]. The catalyst is FC(F)(F)C(O)=O.O.O. The product is [C:1]([O:9][C@H:10]1[C@H:16]([OH:15])[CH2:17][N:18]([C:19]([O:21][CH2:22][C:23]2[CH:28]=[CH:27][CH:26]=[CH:25][CH:24]=2)=[O:20])[C@@H:11]1[CH2:12][OH:13])(=[O:8])[C:2]1[CH:7]=[CH:6][CH:5]=[CH:4][CH:3]=1. The yield is 0.890. (3) The reactants are [CH2:1]([O:3][C:4](=[O:23])[CH:5]([OH:22])[CH2:6][N:7]([CH2:15][C:16]1[CH:21]=[CH:20][CH:19]=[CH:18][CH:17]=1)[CH2:8][C:9]1[CH:14]=[CH:13][CH:12]=[CH:11][CH:10]=1)[CH3:2].[C:24]([Si:28](Cl)([C:35]1[CH:40]=[CH:39][CH:38]=[CH:37][CH:36]=1)[C:29]1[CH:34]=[CH:33][CH:32]=[CH:31][CH:30]=1)([CH3:27])([CH3:26])[CH3:25].N1C=CN=C1. The catalyst is CN(C=O)C.CN(C1C=CN=CC=1)C. The product is [CH2:1]([O:3][C:4](=[O:23])[CH:5]([O:22][Si:28]([C:24]([CH3:27])([CH3:26])[CH3:25])([C:35]1[CH:36]=[CH:37][CH:38]=[CH:39][CH:40]=1)[C:29]1[CH:34]=[CH:33][CH:32]=[CH:31][CH:30]=1)[CH2:6][N:7]([CH2:15][C:16]1[CH:17]=[CH:18][CH:19]=[CH:20][CH:21]=1)[CH2:8][C:9]1[CH:10]=[CH:11][CH:12]=[CH:13][CH:14]=1)[CH3:2]. The yield is 0.790. (4) The reactants are [N:1]12[CH2:8][CH2:7][C:4]([C:9]([C:17]3[CH:22]=[CH:21][CH:20]=[CH:19][CH:18]=3)([C:11]3[CH:16]=[CH:15][CH:14]=[CH:13][CH:12]=3)[OH:10])([CH2:5][CH2:6]1)[CH2:3][CH2:2]2.[Br:23][CH2:24][CH2:25][CH2:26][CH:27]=[CH2:28]. The catalyst is CC#N. The product is [Br-:23].[OH:10][C:9]([C:17]1[CH:22]=[CH:21][CH:20]=[CH:19][CH:18]=1)([C:11]1[CH:12]=[CH:13][CH:14]=[CH:15][CH:16]=1)[C:4]12[CH2:5][CH2:6][N+:1]([CH2:28][CH2:27][CH2:26][CH:25]=[CH2:24])([CH2:2][CH2:3]1)[CH2:8][CH2:7]2. The yield is 0.886. (5) The reactants are [CH3:1][O:2][C:3]1[CH:8]=[CH:7][CH:6]=[CH:5][C:4]=1[OH:9].[H-].[Na+].[Cl:12][C:13]1[CH:18]=[C:17]([N+]([O-])=O)[CH:16]=[CH:15][N:14]=1. No catalyst specified. The product is [Cl:12][C:13]1[CH:18]=[C:17]([O:9][C:4]2[CH:5]=[CH:6][CH:7]=[CH:8][C:3]=2[O:2][CH3:1])[CH:16]=[CH:15][N:14]=1. The yield is 0.969. (6) The reactants are [F:1][C:2]1[CH:7]=[CH:6][C:5]([C:8]2[N:12]=[N:11][N:10]([CH3:13])[C:9]=2[CH2:14][O:15][C:16]2[CH:24]=[CH:23][C:19]([C:20]([OH:22])=O)=[CH:18][N:17]=2)=[CH:4][CH:3]=1.CN(C(O[N:33]1N=N[C:35]2C=CC=[CH:39][C:34]1=2)=[N+](C)C)C.[B-](F)(F)(F)F.CCN(C(C)C)C(C)C.NC1CCOCC1. The catalyst is CN(C=O)C. The product is [F:1][C:2]1[CH:7]=[CH:6][C:5]([C:8]2[N:12]=[N:11][N:10]([CH3:13])[C:9]=2[CH2:14][O:15][C:16]2[CH:24]=[CH:23][C:19]([C:20]([NH:33][CH:34]([CH3:39])[CH3:35])=[O:22])=[CH:18][N:17]=2)=[CH:4][CH:3]=1. The yield is 0.700. (7) The reactants are [C:1](N)(=O)[CH:2]([CH3:4])[OH:3].F[B-](F)(F)F.C([O+](CC)CC)C.[Br:19][C:20]1[N:25]=[CH:24][C:23]([NH2:26])=[C:22]([NH:27][CH:28]([CH3:30])[CH3:29])[CH:21]=1. The catalyst is O1CCCC1. The product is [Br:19][C:20]1[N:25]=[CH:24][C:23]2[N:26]=[C:1]([CH:2]([OH:3])[CH3:4])[N:27]([CH:28]([CH3:30])[CH3:29])[C:22]=2[CH:21]=1. The yield is 0.620. (8) The reactants are [CH3:1][O:2][C:3]1[CH:4]=[C:5]([CH2:11][C:12](C2C=CC=CC=2)=O)[CH:6]=[CH:7][C:8]=1[O:9][CH3:10].[F:20][C:21]1[CH:26]=[CH:25][C:24]([C:27]2[N:28]=[C:29]3[N:33]([C:34]=2[CH:35]=O)[CH:32]=[CH:31][S:30]3)=[CH:23][CH:22]=1.[OH-:37].[Na+]. The catalyst is C(O)C.C(OCC)(=O)C.CCCCCC. The product is [CH3:1][O:2][C:3]1[CH:4]=[C:5]([C:11](=[O:37])/[CH:12]=[CH:35]/[C:34]2[N:33]3[C:29]([S:30][CH:31]=[CH:32]3)=[N:28][C:27]=2[C:24]2[CH:23]=[CH:22][C:21]([F:20])=[CH:26][CH:25]=2)[CH:6]=[CH:7][C:8]=1[O:9][CH3:10]. The yield is 0.750. (9) The reactants are C(NC(C)C)(C)C.C([Li])CCC.[CH3:13][O:14][C:15](=[O:25])[CH2:16][C:17]1[CH:22]=[CH:21][C:20]([Cl:23])=[C:19]([Cl:24])[CH:18]=1.I[CH2:27][CH:28]1[CH2:32][CH2:31][CH2:30][O:29]1. The catalyst is O1CCCC1.CN1CCCN(C)C1=O. The product is [CH3:13][O:14][C:15](=[O:25])[CH:16]([C:17]1[CH:22]=[CH:21][C:20]([Cl:23])=[C:19]([Cl:24])[CH:18]=1)[CH2:27][CH:28]1[CH2:32][CH2:31][CH2:30][O:29]1. The yield is 0.440. (10) The reactants are [CH3:1][C:2]1[CH:11]=[CH:10][C:9]2[C:4](=[CH:5][CH:6]=[CH:7][C:8]=2[N:12]2[CH2:17][CH2:16][N:15]([CH2:18][CH2:19][C:20]3[CH:21]=[C:22]([CH:24]=[CH:25][CH:26]=3)[NH2:23])[CH2:14][CH2:13]2)[N:3]=1.[Cl:27][C:28]1[CH:33]=[CH:32][CH:31]=[CH:30][C:29]=1[N:34]=[C:35]=[O:36]. No catalyst specified. The product is [ClH:27].[ClH:27].[Cl:27][C:28]1[CH:33]=[CH:32][CH:31]=[CH:30][C:29]=1[NH:34][C:35]([NH:23][C:22]1[CH:24]=[CH:25][CH:26]=[C:20]([CH2:19][CH2:18][N:15]2[CH2:14][CH2:13][N:12]([C:8]3[CH:7]=[CH:6][CH:5]=[C:4]4[C:9]=3[CH:10]=[CH:11][C:2]([CH3:1])=[N:3]4)[CH2:17][CH2:16]2)[CH:21]=1)=[O:36]. The yield is 0.550.